This data is from Full USPTO retrosynthesis dataset with 1.9M reactions from patents (1976-2016). The task is: Predict the reactants needed to synthesize the given product. (1) Given the product [C:41]([C:38]1([NH:37][C:5](=[O:7])[C@@H:4]([NH:8][C@@H:9]([C:14]2[CH:19]=[CH:18][C:17]([F:20])=[CH:16][CH:15]=2)[C:10]([F:11])([F:13])[F:12])[CH2:3][C:2]([F:28])([F:1])[CH2:21][C:22]2[CH:23]=[CH:24][CH:25]=[CH:26][CH:27]=2)[CH2:40][CH2:39]1)#[N:42], predict the reactants needed to synthesize it. The reactants are: [F:1][C:2]([F:28])([CH2:21][C:22]1[CH:27]=[CH:26][CH:25]=[CH:24][CH:23]=1)[CH2:3][C@H:4]([NH:8][C@@H:9]([C:14]1[CH:19]=[CH:18][C:17]([F:20])=[CH:16][CH:15]=1)[C:10]([F:13])([F:12])[F:11])[C:5]([OH:7])=O.C(O)(=O)CCCC.Cl.[NH2:37][C:38]1([C:41]#[N:42])[CH2:40][CH2:39]1.CN(C(ON1N=NC2C=CC=NC1=2)=[N+](C)C)C.F[P-](F)(F)(F)(F)F.CN1CCOCC1.[Cl-].[NH4+]. (2) Given the product [CH2:15]([NH:14][C:12](=[O:13])[C:11]1[CH:19]=[C:20]([OH:30])[C:21]([OH:22])=[C:9]([OH:8])[CH:10]=1)[CH2:16][CH2:17][CH3:18], predict the reactants needed to synthesize it. The reactants are: C([O:8][C:9]1[CH:10]=[C:11]([CH:19]=[C:20]([O:30]CC2C=CC=CC=2)[C:21]=1[O:22]CC1C=CC=CC=1)[C:12]([NH:14][CH2:15][CH2:16][CH2:17][CH3:18])=[O:13])C1C=CC=CC=1. (3) Given the product [CH3:27][O:26][C:23]1[CH:24]=[C:25]2[C:20](=[CH:21][C:22]=1[O:28][CH3:29])[N:19]=[CH:18][N:17]=[C:16]2[N:10]1[CH2:11][CH2:12][CH2:13][CH:8]([NH:7][C:6]([NH:63][C:60]2[CH:61]=[CH:62][C:57]([CH:54]([CH3:56])[CH3:55])=[CH:58][CH:59]=2)=[O:14])[CH2:9]1, predict the reactants needed to synthesize it. The reactants are: C(O[C:6](=[O:14])[NH:7][CH:8]1[CH2:13][CH2:12][CH2:11][NH:10][CH2:9]1)(C)(C)C.Cl[C:16]1[C:25]2[C:20](=[CH:21][C:22]([O:28][CH3:29])=[C:23]([O:26][CH3:27])[CH:24]=2)[N:19]=[CH:18][N:17]=1.C(OC(=O)NC1CCNC1)(C)(C)C.ClC1C2C(=CC=CC=2)N=CC=1.[CH:54]([C:57]1[CH:62]=[CH:61][C:60]([N:63]=C=O)=[CH:59][CH:58]=1)([CH3:56])[CH3:55]. (4) Given the product [F:7][C:8]1[CH:15]=[CH:14][CH:13]=[C:12]([F:16])[C:9]=1[CH2:10][N:3]1[CH2:4][CH:5]=[CH:6][N:2]1[OH:1], predict the reactants needed to synthesize it. The reactants are: [OH:1][N:2]1[CH:6]=[CH:5][CH:4]=[N:3]1.[F:7][C:8]1[CH:15]=[CH:14][CH:13]=[C:12]([F:16])[C:9]=1[CH2:10]Br. (5) Given the product [CH3:11][C:9]1[NH:8][C:4]2[N:5]=[CH:6][N:7]=[C:2]([OH:19])[C:3]=2[CH:10]=1, predict the reactants needed to synthesize it. The reactants are: Cl[C:2]1[C:3]2[CH:10]=[C:9]([CH3:11])[NH:8][C:4]=2[N:5]=[CH:6][N:7]=1.NC1NC(C)=CC=1C(OCC)=[O:19].C(O)=O.CN(C=O)C.